The task is: Predict the reaction yield, written as a fraction of the theoretical maximum amount of product (1.0 means a 100% yield; for example, 0.34 means a 34% yield).. This data is from Buchwald-Hartwig C-N cross coupling reaction yields with 55,370 reactions. The reactants are CCc1ccc(Cl)cc1.Cc1ccc(N)cc1.O=S(=O)(O[Pd]1c2ccccc2-c2ccccc2N~1)C(F)(F)F.COc1ccc(OC)c(P(C(C)(C)C)C(C)(C)C)c1-c1c(C(C)C)cc(C(C)C)cc1C(C)C.CN1CCCN2CCCN=C12.c1ccc(CN(Cc2ccccc2)c2ccon2)cc1. No catalyst specified. The product is CCc1ccc(Nc2ccc(C)cc2)cc1. The yield is 0.126.